This data is from Forward reaction prediction with 1.9M reactions from USPTO patents (1976-2016). The task is: Predict the product of the given reaction. (1) Given the reactants [Cl:1][C:2]1[N:7]=[CH:6][C:5]([NH2:8])=[CH:4][CH:3]=1.Cl.[NH2:10][C@:11]([CH3:17])([CH2:15][CH3:16])[C:12](O)=[O:13].C(P1(=O)OP(CCC)(=O)OP(CCC)(=O)O1)CC.CCN(CC)CC.CC#N.[C:46](OCC)(=[O:48])C, predict the reaction product. The product is: [Cl:1][C:2]1[N:7]=[CH:6][C:5]([N:8]2[C:12](=[O:13])[C@:11]([CH2:15][CH3:16])([CH3:17])[NH:10][C:46]2=[O:48])=[CH:4][CH:3]=1. (2) Given the reactants [CH:1]1([C@H:4]([OH:30])[CH2:5][O:6][C:7]2[C:25]([F:26])=[CH:24][C:23]([N+:27]([O-:29])=[O:28])=[CH:22][C:8]=2[CH2:9][N:10]([CH3:21])[C:11](=[O:20])[O:12][CH2:13][C:14]2[CH:19]=[CH:18][CH:17]=[CH:16][CH:15]=2)[CH2:3][CH2:2]1.[Si:31](Cl)([C:34]([CH3:37])([CH3:36])[CH3:35])([CH3:33])[CH3:32].N1C=CN=C1, predict the reaction product. The product is: [Si:31]([O:30][C@@H:4]([CH:1]1[CH2:3][CH2:2]1)[CH2:5][O:6][C:7]1[C:25]([F:26])=[CH:24][C:23]([N+:27]([O-:29])=[O:28])=[CH:22][C:8]=1[CH2:9][N:10]([CH3:21])[C:11](=[O:20])[O:12][CH2:13][C:14]1[CH:19]=[CH:18][CH:17]=[CH:16][CH:15]=1)([C:34]([CH3:37])([CH3:36])[CH3:35])([CH3:33])[CH3:32]. (3) Given the reactants C(Cl)(=O)C(Cl)=O.CS(C)=O.[OH:11][C@@H:12]1[C@@H:16]([O:17][Si:18]([C:21]([CH3:24])([CH3:23])[CH3:22])([CH3:20])[CH3:19])[CH2:15][N:14]([C:25]([O:27][C:28]([CH3:31])([CH3:30])[CH3:29])=[O:26])[CH2:13]1.C(N(CC)CC)C, predict the reaction product. The product is: [Si:18]([O:17][C@@H:16]1[C:12](=[O:11])[CH2:13][N:14]([C:25]([O:27][C:28]([CH3:31])([CH3:30])[CH3:29])=[O:26])[CH2:15]1)([C:21]([CH3:24])([CH3:23])[CH3:22])([CH3:20])[CH3:19]. (4) Given the reactants [CH2:1]([NH:3][C:4]([C:6]1[CH:11]=[CH:10][C:9]([N:12]2[C:16]([CH2:17][CH:18]([CH3:20])[CH3:19])=[C:15]([C:21]([OH:23])=O)[N:14]=[N:13]2)=[CH:8][CH:7]=1)=[O:5])[CH3:2].C1C=C[C:27]2N(O)N=[N:30][C:28]=2[CH:29]=1.C1(N)CC1.CCN=C=NCCCN(C)C, predict the reaction product. The product is: [CH:28]1([NH:30][C:21]([C:15]2[N:14]=[N:13][N:12]([C:9]3[CH:8]=[CH:7][C:6]([C:4]([NH:3][CH2:1][CH3:2])=[O:5])=[CH:11][CH:10]=3)[C:16]=2[CH2:17][CH:18]([CH3:20])[CH3:19])=[O:23])[CH2:29][CH2:27]1.